Dataset: NCI-60 drug combinations with 297,098 pairs across 59 cell lines. Task: Regression. Given two drug SMILES strings and cell line genomic features, predict the synergy score measuring deviation from expected non-interaction effect. (1) Drug 1: C1=CC(=CC=C1CC(C(=O)O)N)N(CCCl)CCCl.Cl. Drug 2: CC(C)(C#N)C1=CC(=CC(=C1)CN2C=NC=N2)C(C)(C)C#N. Cell line: OVCAR-4. Synergy scores: CSS=-2.69, Synergy_ZIP=1.02, Synergy_Bliss=-3.35, Synergy_Loewe=-5.03, Synergy_HSA=-7.04. (2) Drug 1: CC1=C(C(=CC=C1)Cl)NC(=O)C2=CN=C(S2)NC3=CC(=NC(=N3)C)N4CCN(CC4)CCO. Drug 2: C#CCC(CC1=CN=C2C(=N1)C(=NC(=N2)N)N)C3=CC=C(C=C3)C(=O)NC(CCC(=O)O)C(=O)O. Cell line: MCF7. Synergy scores: CSS=38.1, Synergy_ZIP=1.19, Synergy_Bliss=0.593, Synergy_Loewe=-11.0, Synergy_HSA=0.0543.